This data is from Peptide-MHC class I binding affinity with 185,985 pairs from IEDB/IMGT. The task is: Regression. Given a peptide amino acid sequence and an MHC pseudo amino acid sequence, predict their binding affinity value. This is MHC class I binding data. The peptide sequence is SLNRQTVSR. The MHC is HLA-A11:01 with pseudo-sequence HLA-A11:01. The binding affinity (normalized) is 0.334.